From a dataset of NCI-60 drug combinations with 297,098 pairs across 59 cell lines. Regression. Given two drug SMILES strings and cell line genomic features, predict the synergy score measuring deviation from expected non-interaction effect. Drug 1: C1CCC(CC1)NC(=O)N(CCCl)N=O. Drug 2: CN(C)C1=NC(=NC(=N1)N(C)C)N(C)C. Cell line: SNB-75. Synergy scores: CSS=10.8, Synergy_ZIP=-5.44, Synergy_Bliss=3.87, Synergy_Loewe=-5.95, Synergy_HSA=2.42.